This data is from Forward reaction prediction with 1.9M reactions from USPTO patents (1976-2016). The task is: Predict the product of the given reaction. (1) Given the reactants [OH:1][CH:2]([C:15]1[CH:20]=[CH:19][C:18]([C:21](=[N:23][OH:24])[NH2:22])=[CH:17][CH:16]=1)[CH2:3][N:4]1[CH2:7][CH:6]([C:8]([O:10]C(C)(C)C)=[O:9])[CH2:5]1.CCN(C(C)C)C(C)C.[C:34]1([C:40]2[C:44]([C:45]([F:48])([F:47])[F:46])=[C:43]([C:49](F)=O)[O:42][N:41]=2)[CH:39]=[CH:38][CH:37]=[CH:36][CH:35]=1.CCCC[N+](CCCC)(CCCC)CCCC.[F-], predict the reaction product. The product is: [OH:1][CH:2]([C:15]1[CH:16]=[CH:17][C:18]([C:21]2[N:22]=[C:49]([C:43]3[O:42][N:41]=[C:40]([C:34]4[CH:39]=[CH:38][CH:37]=[CH:36][CH:35]=4)[C:44]=3[C:45]([F:48])([F:46])[F:47])[O:24][N:23]=2)=[CH:19][CH:20]=1)[CH2:3][N:4]1[CH2:5][CH:6]([C:8]([OH:10])=[O:9])[CH2:7]1. (2) The product is: [NH2:1][C:2]1[C:10]2[C:5](=[N:6][C:7]([S:30][CH2:31][C:32]3[N:33]=[C:34]([C:37]4[CH:42]=[CH:41][C:40]([Cl:43])=[CH:39][CH:38]=4)[S:35][CH:36]=3)=[C:8]([C:28]#[N:29])[C:9]=2[C:11]2[CH:16]=[CH:15][C:14]([O:17][CH2:18][CH2:19][OH:20])=[CH:13][CH:12]=2)[N:4]([CH2:44][C:45]([O:47][CH3:48])=[O:46])[C:3]=1[C:49]([O:51][CH3:52])=[O:50]. Given the reactants [NH2:1][C:2]1[C:10]2[C:5](=[N:6][C:7]([S:30][CH2:31][C:32]3[N:33]=[C:34]([C:37]4[CH:42]=[CH:41][C:40]([Cl:43])=[CH:39][CH:38]=4)[S:35][CH:36]=3)=[C:8]([C:28]#[N:29])[C:9]=2[C:11]2[CH:16]=[CH:15][C:14]([O:17][CH2:18][CH2:19][O:20][Si](C(C)(C)C)(C)C)=[CH:13][CH:12]=2)[N:4]([CH2:44][C:45]([O:47][CH3:48])=[O:46])[C:3]=1[C:49]([O:51][CH3:52])=[O:50].[F-].C([N+](CCCC)(CCCC)CCCC)CCC, predict the reaction product. (3) Given the reactants [CH3:1][N:2]1[CH2:7][CH2:6][N:5]([C:8]2[CH:9]=[CH:10][C:11]([O:18][C:19]([F:22])([F:21])[F:20])=[C:12]([NH:14]C(=O)C)[CH:13]=2)[CH2:4][CH2:3]1.[ClH:23], predict the reaction product. The product is: [ClH:23].[ClH:23].[ClH:23].[CH3:1][N:2]1[CH2:7][CH2:6][N:5]([C:8]2[CH:9]=[CH:10][C:11]([O:18][C:19]([F:22])([F:20])[F:21])=[C:12]([NH2:14])[CH:13]=2)[CH2:4][CH2:3]1. (4) Given the reactants [C:1]([N:5]1[C:9]([C:10]2[S:11][CH:12]=[CH:13][CH:14]=2)=[CH:8][C:7]([CH2:15][CH2:16][CH:17]=O)=[N:6]1)([CH3:4])([CH3:3])[CH3:2].[Cl:19][C:20]1[CH:25]=[CH:24][C:23]([N:26]2[CH2:31][CH2:30][NH:29][CH2:28][CH2:27]2)=[CH:22][CH:21]=1.CCN(C(C)C)C(C)C.[BH-](OC(C)=O)(OC(C)=O)OC(C)=O.[Na+], predict the reaction product. The product is: [C:1]([N:5]1[C:9]([C:10]2[S:11][CH:12]=[CH:13][CH:14]=2)=[CH:8][C:7]([CH2:15][CH2:16][CH2:17][N:29]2[CH2:28][CH2:27][N:26]([C:23]3[CH:22]=[CH:21][C:20]([Cl:19])=[CH:25][CH:24]=3)[CH2:31][CH2:30]2)=[N:6]1)([CH3:4])([CH3:3])[CH3:2]. (5) Given the reactants [NH:1]1[CH2:6][CH2:5][O:4][CH2:3][CH2:2]1.[N+:7]([C:10]1[CH:11]=[C:12]([S:16](Cl)(=[O:18])=[O:17])[CH:13]=[CH:14][CH:15]=1)([O-:9])=[O:8], predict the reaction product. The product is: [N+:7]([C:10]1[CH:11]=[C:12]([S:16]([N:1]2[CH2:6][CH2:5][O:4][CH2:3][CH2:2]2)(=[O:18])=[O:17])[CH:13]=[CH:14][CH:15]=1)([O-:9])=[O:8]. (6) The product is: [OH:16][C:11]1[CH:12]=[CH:13][CH:14]=[CH:15][C:10]=1[C:9]([NH:8][CH2:7][C:6]([OH:18])=[O:5])=[O:17]. Given the reactants [Li+].[OH-].C([O:5][C:6](=[O:18])[CH2:7][NH:8][C:9](=[O:17])[C:10]1[CH:15]=[CH:14][CH:13]=[CH:12][C:11]=1[OH:16])C, predict the reaction product.